Predict which catalyst facilitates the given reaction. From a dataset of Catalyst prediction with 721,799 reactions and 888 catalyst types from USPTO. (1) Reactant: [CH:1]1([CH2:4][NH:5][C:6](=[O:17])[NH:7][C:8]2[CH:16]=[CH:15][C:11]([C:12]([OH:14])=O)=[CH:10][CH:9]=2)[CH2:3][CH2:2]1.[N:18]1([CH2:25][C:26]2[CH:31]=[CH:30][C:29]([C:32]([OH:41])([C:37]([F:40])([F:39])[F:38])[C:33]([F:36])([F:35])[F:34])=[CH:28][CH:27]=2)[CH2:24][CH2:23][CH2:22][NH:21][CH2:20][CH2:19]1.C(N(CC)CC)C.Cl.CN(C)CCCN=C=NCC. Product: [CH:1]1([CH2:4][NH:5][C:6]([NH:7][C:8]2[CH:9]=[CH:10][C:11]([C:12]([N:21]3[CH2:22][CH2:23][CH2:24][N:18]([CH2:25][C:26]4[CH:27]=[CH:28][C:29]([C:32]([OH:41])([C:37]([F:38])([F:39])[F:40])[C:33]([F:36])([F:34])[F:35])=[CH:30][CH:31]=4)[CH2:19][CH2:20]3)=[O:14])=[CH:15][CH:16]=2)=[O:17])[CH2:2][CH2:3]1. The catalyst class is: 4. (2) Reactant: Br[C:2]1[C:3]([C:17]#[N:18])=[CH:4][C:5]([F:16])=[C:6]([NH:8][C@H:9]([CH2:13][O:14][CH3:15])[C:10]([NH2:12])=[O:11])[CH:7]=1.Cl.[NH2:20][C:21]1[S:25][N:24]=[C:23]([CH3:26])[CH:22]=1.C([O-])([O-])=O.[K+].[K+].C1C=CC(P(C2C(C3C(P(C4C=CC=CC=4)C4C=CC=CC=4)=CC=C4C=3C=CC=C4)=C3C(C=CC=C3)=CC=2)C2C=CC=CC=2)=CC=1. Product: [C:17]([C:3]1[C:2]([NH:20][C:21]2[S:25][N:24]=[C:23]([CH3:26])[CH:22]=2)=[CH:7][C:6]([NH:8][C@H:9]([CH2:13][O:14][CH3:15])[C:10]([NH2:12])=[O:11])=[C:5]([F:16])[CH:4]=1)#[N:18]. The catalyst class is: 231. (3) Reactant: [F:1][C:2]([F:12])([F:11])[O:3][C:4]1[CH:10]=[CH:9][C:7]([NH2:8])=[CH:6][CH:5]=1.[S-:13][C:14]#[N:15].[NH4+]. Product: [NH2:15][C:14]1[S:13][C:9]2[CH:10]=[C:4]([O:3][C:2]([F:11])([F:12])[F:1])[CH:5]=[CH:6][C:7]=2[N:8]=1. The catalyst class is: 15. (4) Reactant: [NH2:1][C:2]1[C:7]([C:8](=[S:10])[NH2:9])=[CH:6][C:5]([C:11]2[CH:16]=[CH:15][C:14](=[O:17])[N:13]([CH:18]([CH3:20])[CH3:19])[N:12]=2)=[C:4]([C:21]2[CH:26]=[CH:25][CH:24]=[CH:23][CH:22]=2)[N:3]=1.[CH2:27](Br)[C:28]([C:30]1[CH:35]=[CH:34][CH:33]=[CH:32][CH:31]=1)=O.O.C([O-])(O)=O.[Na+]. Product: [NH2:1][C:2]1[N:3]=[C:4]([C:21]2[CH:26]=[CH:25][CH:24]=[CH:23][CH:22]=2)[C:5]([C:11]2[CH:16]=[CH:15][C:14](=[O:17])[N:13]([CH:18]([CH3:20])[CH3:19])[N:12]=2)=[CH:6][C:7]=1[C:8]1[S:10][CH:27]=[C:28]([C:30]2[CH:35]=[CH:34][CH:33]=[CH:32][CH:31]=2)[N:9]=1. The catalyst class is: 12. (5) Reactant: [C:1]([C:4]1[C:5](=[O:23])[CH2:6][CH2:7][C:8]2([CH2:19][CH2:20][CH2:21][CH3:22])[C:16]=1[C:15]1[C:10](=[CH:11][C:12]([NH2:18])=[C:13]([F:17])[CH:14]=1)[CH2:9]2)(=[O:3])[CH3:2].N#N.[Br:26]N1C(=O)CCC1=O. Product: [C:1]([C:4]1[C:5](=[O:23])[CH2:6][CH2:7][C:8]2([CH2:19][CH2:20][CH2:21][CH3:22])[C:16]=1[C:15]1[C:10](=[C:11]([Br:26])[C:12]([NH2:18])=[C:13]([F:17])[CH:14]=1)[CH2:9]2)(=[O:3])[CH3:2]. The catalyst class is: 9. (6) Reactant: [C:1](Cl)(=[O:3])[CH3:2].FC(F)(F)C(O)=O.[NH2:12][C@H:13]1[CH2:17][CH2:16][C@H:15]([O:18][C:19]2[CH:24]=[C:23]([F:25])[CH:22]=[CH:21][C:20]=2[NH:26][C:27]2[C:28]3[C:35]([CH3:36])=[C:34]([C:37]([NH2:39])=[O:38])[S:33][C:29]=3[N:30]=[CH:31][N:32]=2)[CH2:14]1.CCN(C(C)C)C(C)C. Product: [C:1]([NH:12][C@H:13]1[CH2:17][CH2:16][C@H:15]([O:18][C:19]2[CH:24]=[C:23]([F:25])[CH:22]=[CH:21][C:20]=2[NH:26][C:27]2[C:28]3[C:35]([CH3:36])=[C:34]([C:37]([NH2:39])=[O:38])[S:33][C:29]=3[N:30]=[CH:31][N:32]=2)[CH2:14]1)(=[O:3])[CH3:2]. The catalyst class is: 2.